This data is from Catalyst prediction with 721,799 reactions and 888 catalyst types from USPTO. The task is: Predict which catalyst facilitates the given reaction. (1) Reactant: [Cl:1][C:2]1[CH:18]=[CH:17][C:5]2[CH2:6][CH2:7][N:8]([C:11](=[O:16])[C:12]([F:15])([F:14])[F:13])[CH2:9][CH2:10][C:4]=2[C:3]=1OS(C(F)(F)F)(=O)=O.[CH3:27][C:28]([CH3:43])([CH3:42])[CH2:29][S:30]([CH2:33][C:34]1[CH:41]=[CH:40][C:37]([CH2:38][NH2:39])=[CH:36][CH:35]=1)(=[O:32])=[O:31].C1C=CC(P(C2C(C3C(P(C4C=CC=CC=4)C4C=CC=CC=4)=CC=C4C=3C=CC=C4)=C3C(C=CC=C3)=CC=2)C2C=CC=CC=2)=CC=1.C(=O)([O-])[O-].[Cs+].[Cs+]. Product: [Cl:1][C:2]1[CH:18]=[CH:17][C:5]2[CH2:6][CH2:7][N:8]([C:11](=[O:16])[C:12]([F:14])([F:13])[F:15])[CH2:9][CH2:10][C:4]=2[C:3]=1[NH:39][CH2:38][C:37]1[CH:36]=[CH:35][C:34]([CH2:33][S:30]([CH2:29][C:28]([CH3:43])([CH3:42])[CH3:27])(=[O:32])=[O:31])=[CH:41][CH:40]=1. The catalyst class is: 101. (2) Reactant: [CH3:1][N:2]([CH:10]1[CH2:15][CH2:14][CH:13]([O:16][C:17]2[C:28]3[C:27]4[C@@H:26]([CH2:29][CH:30]=[O:31])[CH2:25][CH2:24][C:23]=4[S:22][C:21]=3[N:20]=[CH:19][N:18]=2)[CH2:12][CH2:11]1)[C:3](=[O:9])[O:4][C:5]([CH3:8])([CH3:7])[CH3:6].Br[Mg][CH2:34][CH3:35]. Product: [OH:31][C@@H:30]([CH2:34][CH3:35])[CH2:29][C@H:26]1[CH2:25][CH2:24][C:23]2[S:22][C:21]3[N:20]=[CH:19][N:18]=[C:17]([O:16][CH:13]4[CH2:14][CH2:15][CH:10]([N:2]([CH3:1])[C:3](=[O:9])[O:4][C:5]([CH3:8])([CH3:6])[CH3:7])[CH2:11][CH2:12]4)[C:28]=3[C:27]1=2.[OH:31][C@H:30]([CH2:34][CH3:35])[CH2:29][C@H:26]1[CH2:25][CH2:24][C:23]2[S:22][C:21]3[N:20]=[CH:19][N:18]=[C:17]([O:16][CH:13]4[CH2:14][CH2:15][CH:10]([N:2]([CH3:1])[C:3](=[O:9])[O:4][C:5]([CH3:8])([CH3:6])[CH3:7])[CH2:11][CH2:12]4)[C:28]=3[C:27]1=2. The catalyst class is: 1. (3) The catalyst class is: 486. Reactant: [NH2:1][C:2]1[CH:10]=[CH:9][C:8]([Cl:11])=[CH:7][C:3]=1[C:4]([OH:6])=O.Cl.[C:13](N)(=[NH:15])[CH3:14]. Product: [Cl:11][C:8]1[CH:7]=[C:3]2[C:2](=[CH:10][CH:9]=1)[N:1]=[C:13]([CH3:14])[N:15]=[C:4]2[OH:6]. (4) Reactant: [NH:1]1[C:9]2[C:4](=[CH:5][CH:6]=[C:7]([C:10]([O:12][CH3:13])=[O:11])[CH:8]=2)[CH:3]=[CH:2]1.[H-].[Na+].Br[CH2:17][CH2:18][CH2:19][O:20][CH3:21].[NH4+].[Cl-]. Product: [CH3:13][O:12][C:10]([C:7]1[CH:8]=[C:9]2[C:4]([CH:3]=[CH:2][N:1]2[CH2:17][CH2:18][CH2:19][O:20][CH3:21])=[CH:5][CH:6]=1)=[O:11]. The catalyst class is: 85. (5) Reactant: F[C:2]1[CH:7]=[CH:6][C:5]([N+:8]([O-:10])=[O:9])=[CH:4][CH:3]=1.[CH3:11][N:12]([CH:16]1[CH2:20][CH2:19][NH:18][CH2:17]1)[C:13](=[O:15])[CH3:14].C(=O)([O-])[O-].[Cs+].[Cs+].O. Product: [CH3:11][N:12]([CH:16]1[CH2:20][CH2:19][N:18]([C:2]2[CH:7]=[CH:6][C:5]([N+:8]([O-:10])=[O:9])=[CH:4][CH:3]=2)[CH2:17]1)[C:13](=[O:15])[CH3:14]. The catalyst class is: 3. (6) Reactant: C(OC([NH:8][CH2:9][CH2:10][N:11]([CH3:41])[C@@H:12]1[CH2:19][N:18]2[C:20]3[CH:21]=[C:22]([C:33]([O:35][CH3:36])=[O:34])[CH:23]=[CH:24][C:25]=3[C:26]([CH:27]3[CH2:32][CH2:31][CH2:30][CH2:29][CH2:28]3)=[C:17]2[C:16]2[CH:37]=[CH:38][CH:39]=[CH:40][C:15]=2[O:14][CH2:13]1)=O)(C)(C)C.C(O)(C(F)(F)F)=O. Product: [NH2:8][CH2:9][CH2:10][N:11]([CH3:41])[C@@H:12]1[CH2:19][N:18]2[C:20]3[CH:21]=[C:22]([C:33]([O:35][CH3:36])=[O:34])[CH:23]=[CH:24][C:25]=3[C:26]([CH:27]3[CH2:28][CH2:29][CH2:30][CH2:31][CH2:32]3)=[C:17]2[C:16]2[CH:37]=[CH:38][CH:39]=[CH:40][C:15]=2[O:14][CH2:13]1. The catalyst class is: 2. (7) The catalyst class is: 15. Reactant: [NH2:1][CH2:2][CH2:3][CH2:4][CH2:5][NH:6][C:7](=[O:13])[O:8][C:9]([CH3:12])([CH3:11])[CH3:10].C(N(CC)CC)C.[CH3:21][S:22](Cl)(=[O:24])=[O:23]. Product: [CH3:21][S:22]([NH:1][CH2:2][CH2:3][CH2:4][CH2:5][NH:6][C:7](=[O:13])[O:8][C:9]([CH3:10])([CH3:12])[CH3:11])(=[O:24])=[O:23]. (8) Reactant: [OH:1][C@H:2]([CH2:8][CH3:9])[CH2:3][C:4](OC)=[O:5].C[Si](C)(C)[O-].[K+].C(N(CC)C(C)C)(C)C.Cl.Cl.[O:27]1[C:31]2[CH:32]=[CH:33][CH:34]=[C:35]([CH:36]3[CH2:41][CH2:40][N:39]([CH2:42][CH2:43][C@H:44]4[CH2:49][CH2:48][C@H:47]([NH2:50])[CH2:46][CH2:45]4)[CH2:38][CH2:37]3)[C:30]=2[CH2:29][CH2:28]1.CN(C(ON1N=NC2C=CC=CC1=2)=[N+](C)C)C.[B-](F)(F)(F)F.C([O-])(O)=O.[Na+]. Product: [O:27]1[C:31]2[CH:32]=[CH:33][CH:34]=[C:35]([CH:36]3[CH2:41][CH2:40][N:39]([CH2:42][CH2:43][C@H:44]4[CH2:45][CH2:46][C@H:47]([NH:50][C:4](=[O:5])[CH2:3][C@H:2]([OH:1])[CH2:8][CH3:9])[CH2:48][CH2:49]4)[CH2:38][CH2:37]3)[C:30]=2[CH2:29][CH2:28]1. The catalyst class is: 12. (9) Reactant: [NH:1]1[C:5]2[CH:6]=[CH:7][CH:8]=[CH:9][C:4]=2[N:3]=[C:2]1[C:10]1[C:14]([NH2:15])=[CH:13][NH:12][N:11]=1.[C:16]([N:20]=[C:21]=[O:22])([CH3:19])([CH3:18])[CH3:17]. Product: [NH:3]1[C:4]2[CH:9]=[CH:8][CH:7]=[CH:6][C:5]=2[N:1]=[C:2]1[C:10]1[C:14]([NH:15][C:21]([NH:20][C:16]([CH3:19])([CH3:18])[CH3:17])=[O:22])=[CH:13][NH:12][N:11]=1. The catalyst class is: 3.